From a dataset of Forward reaction prediction with 1.9M reactions from USPTO patents (1976-2016). Predict the product of the given reaction. The product is: [N:1]1[C:10]2[C:5](=[CH:6][C:7](/[CH:11]=[C:19]3/[C:17](=[O:18])[NH:16][C:14](=[S:15])[S:13]/3)=[CH:8][CH:9]=2)[CH:4]=[CH:3][CH:2]=1. Given the reactants [N:1]1[C:10]2[C:5](=[CH:6][C:7]([CH:11]=O)=[CH:8][CH:9]=2)[CH:4]=[CH:3][CH:2]=1.[S:13]1[CH2:19][C:17](=[O:18])[NH:16][C:14]1=[S:15].C([O-])(=O)C.[Na+].O, predict the reaction product.